From a dataset of Catalyst prediction with 721,799 reactions and 888 catalyst types from USPTO. Predict which catalyst facilitates the given reaction. Reactant: C(N(CC)CC)C.[C@H:8]12[CH2:14][C@H:11]([NH:12][CH2:13]1)[CH2:10][N:9]2[C:15]([O:17][C:18]([CH3:21])([CH3:20])[CH3:19])=[O:16].Cl[C:23]1[N:24]=[N:25][C:26]([C:29]2[CH:34]=[CH:33][CH:32]=[CH:31][CH:30]=2)=[CH:27][CH:28]=1. Product: [C:29]1([C:26]2[N:25]=[N:24][C:23]([N:12]3[CH2:13][C@@H:8]4[CH2:14][C@H:11]3[CH2:10][N:9]4[C:15]([O:17][C:18]([CH3:21])([CH3:20])[CH3:19])=[O:16])=[CH:28][CH:27]=2)[CH:30]=[CH:31][CH:32]=[CH:33][CH:34]=1. The catalyst class is: 11.